This data is from Peptide-MHC class II binding affinity with 134,281 pairs from IEDB. The task is: Regression. Given a peptide amino acid sequence and an MHC pseudo amino acid sequence, predict their binding affinity value. This is MHC class II binding data. (1) The binding affinity (normalized) is 0.875. The MHC is HLA-DPA10201-DPB11401 with pseudo-sequence HLA-DPA10201-DPB11401. The peptide sequence is AFKVAATAANAAPAS. (2) The peptide sequence is TVAAAPQVKYAVFEA. The MHC is HLA-DPA10201-DPB10501 with pseudo-sequence HLA-DPA10201-DPB10501. The binding affinity (normalized) is 0.372.